This data is from Full USPTO retrosynthesis dataset with 1.9M reactions from patents (1976-2016). The task is: Predict the reactants needed to synthesize the given product. (1) Given the product [Br:12][CH2:10][CH2:9][CH2:8][C:5]1[CH:6]=[CH:7][C:2]([Cl:1])=[CH:3][CH:4]=1, predict the reactants needed to synthesize it. The reactants are: [Cl:1][C:2]1[CH:7]=[CH:6][C:5]([CH2:8][CH2:9][CH2:10]O)=[CH:4][CH:3]=1.[BrH:12]. (2) Given the product [CH3:31][C:28]1([CH3:32])[O:29][C@@H:30]2[C@@H:23]([CH2:22][N:20]([CH3:21])[CH:18]3[CH2:17][CH:16]([CH2:15][CH2:14][C:13]4[NH:1][C:2]5[CH:7]=[CH:6][C:5]([CH:8]6[CH2:9][O:10][CH2:11]6)=[CH:4][C:3]=5[N:12]=4)[CH2:19]3)[O:24][C@@H:25]([N:33]3[CH:41]=[N:40][C:39]4[C:34]3=[N:35][CH:36]=[N:37][C:38]=4[NH2:42])[C@@H:26]2[O:27]1, predict the reactants needed to synthesize it. The reactants are: [NH2:1][C:2]1[CH:7]=[CH:6][C:5]([CH:8]2[CH2:11][O:10][CH2:9]2)=[CH:4][C:3]=1[NH:12][C:13](=O)[CH2:14][CH2:15][CH:16]1[CH2:19][CH:18]([N:20]([CH2:22][C@@H:23]2[C@@H:30]3[C@@H:26]([O:27][C:28]([CH3:32])([CH3:31])[O:29]3)[C@H:25]([N:33]3[CH:41]=[N:40][C:39]4[C:34]3=[N:35][CH:36]=[N:37][C:38]=4[NH2:42])[O:24]2)[CH3:21])[CH2:17]1.C(O)(=O)C.